From a dataset of NCI-60 drug combinations with 297,098 pairs across 59 cell lines. Regression. Given two drug SMILES strings and cell line genomic features, predict the synergy score measuring deviation from expected non-interaction effect. (1) Drug 1: CC1=C(N=C(N=C1N)C(CC(=O)N)NCC(C(=O)N)N)C(=O)NC(C(C2=CN=CN2)OC3C(C(C(C(O3)CO)O)O)OC4C(C(C(C(O4)CO)O)OC(=O)N)O)C(=O)NC(C)C(C(C)C(=O)NC(C(C)O)C(=O)NCCC5=NC(=CS5)C6=NC(=CS6)C(=O)NCCC[S+](C)C)O. Drug 2: CC12CCC3C(C1CCC2O)C(CC4=C3C=CC(=C4)O)CCCCCCCCCS(=O)CCCC(C(F)(F)F)(F)F. Cell line: KM12. Synergy scores: CSS=13.2, Synergy_ZIP=-14.7, Synergy_Bliss=-19.6, Synergy_Loewe=-20.0, Synergy_HSA=-16.1. (2) Drug 1: CC1=C2C(C(=O)C3(C(CC4C(C3C(C(C2(C)C)(CC1OC(=O)C(C(C5=CC=CC=C5)NC(=O)OC(C)(C)C)O)O)OC(=O)C6=CC=CC=C6)(CO4)OC(=O)C)OC)C)OC. Drug 2: COC1=NC(=NC2=C1N=CN2C3C(C(C(O3)CO)O)O)N. Cell line: UO-31. Synergy scores: CSS=38.9, Synergy_ZIP=-1.79, Synergy_Bliss=-2.00, Synergy_Loewe=-66.5, Synergy_HSA=-0.999. (3) Drug 1: C1=NC2=C(N=C(N=C2N1C3C(C(C(O3)CO)O)F)Cl)N. Drug 2: C1=CN(C=N1)CC(O)(P(=O)(O)O)P(=O)(O)O. Cell line: SR. Synergy scores: CSS=-6.82, Synergy_ZIP=2.43, Synergy_Bliss=-5.37, Synergy_Loewe=-11.2, Synergy_HSA=-12.1. (4) Drug 1: C1CNP(=O)(OC1)N(CCCl)CCCl. Drug 2: C1=CC(=C(C=C1I)F)NC2=C(C=CC(=C2F)F)C(=O)NOCC(CO)O. Cell line: T-47D. Synergy scores: CSS=-1.76, Synergy_ZIP=2.93, Synergy_Bliss=-4.65, Synergy_Loewe=-7.48, Synergy_HSA=-6.69. (5) Drug 1: CN(CCCl)CCCl.Cl. Drug 2: C1=NNC2=C1C(=O)NC=N2. Cell line: CCRF-CEM. Synergy scores: CSS=42.9, Synergy_ZIP=-2.01, Synergy_Bliss=0.191, Synergy_Loewe=-1.00, Synergy_HSA=0.178. (6) Drug 1: CCC1=CC2CC(C3=C(CN(C2)C1)C4=CC=CC=C4N3)(C5=C(C=C6C(=C5)C78CCN9C7C(C=CC9)(C(C(C8N6C)(C(=O)OC)O)OC(=O)C)CC)OC)C(=O)OC.C(C(C(=O)O)O)(C(=O)O)O. Drug 2: CCC1(CC2CC(C3=C(CCN(C2)C1)C4=CC=CC=C4N3)(C5=C(C=C6C(=C5)C78CCN9C7C(C=CC9)(C(C(C8N6C=O)(C(=O)OC)O)OC(=O)C)CC)OC)C(=O)OC)O.OS(=O)(=O)O. Cell line: T-47D. Synergy scores: CSS=43.2, Synergy_ZIP=-11.1, Synergy_Bliss=-3.38, Synergy_Loewe=-2.13, Synergy_HSA=-0.459.